Dataset: Full USPTO retrosynthesis dataset with 1.9M reactions from patents (1976-2016). Task: Predict the reactants needed to synthesize the given product. (1) The reactants are: Cl.[NH2:2][CH2:3][C:4]1[CH:12]=[CH:11][CH:10]=[C:9]2[C:5]=1[C:6](=[O:22])[N:7]([CH:14]1[CH2:19][CH2:18][C:17](=[O:20])[NH:16][C:15]1=[O:21])[C:8]2=[O:13].N12CCCN=C1CCCCC2.ON1C2C=CC=CC=2N=N1.[F:44][C:45]([F:57])([F:56])[C:46]1[CH:47]=[C:48]([CH2:52][C:53](O)=[O:54])[CH:49]=[CH:50][CH:51]=1.Cl.CN(C)CCCN=C=NCC. Given the product [O:21]=[C:15]1[CH:14]([N:7]2[C:6](=[O:22])[C:5]3[C:9](=[CH:10][CH:11]=[CH:12][C:4]=3[CH2:3][NH:2][C:53](=[O:54])[CH2:52][C:48]3[CH:49]=[CH:50][CH:51]=[C:46]([C:45]([F:56])([F:44])[F:57])[CH:47]=3)[C:8]2=[O:13])[CH2:19][CH2:18][C:17](=[O:20])[NH:16]1, predict the reactants needed to synthesize it. (2) Given the product [Br:1][C:2]1[CH:3]=[C:4]([O:10][CH3:11])[C:5]([CH2:8][O:9][C:19](=[O:21])[CH3:20])=[N:6][CH:7]=1, predict the reactants needed to synthesize it. The reactants are: [Br:1][C:2]1[CH:3]=[C:4]([O:10][CH3:11])[C:5]([CH2:8][OH:9])=[N:6][CH:7]=1.C(N(CC)CC)C.[C:19](Cl)(=[O:21])[CH3:20]. (3) The reactants are: C(OC([NH:8][C@H:9]([C:27]([O:29][CH:30]([CH3:32])[CH3:31])=[O:28])[CH2:10][C:11]1[CH:16]=[CH:15][C:14]([N:17]2[C:22](=[O:23])[C:21]([CH3:24])=[CH:20][N:19]([CH3:25])[C:18]2=[O:26])=[CH:13][CH:12]=1)=O)(C)(C)C.[ClH:33].C(OCC)(=O)C. Given the product [ClH:33].[CH3:25][N:19]1[CH:20]=[C:21]([CH3:24])[C:22](=[O:23])[N:17]([C:14]2[CH:13]=[CH:12][C:11]([CH2:10][C@@H:9]([C:27]([O:29][CH:30]([CH3:31])[CH3:32])=[O:28])[NH2:8])=[CH:16][CH:15]=2)[C:18]1=[O:26], predict the reactants needed to synthesize it. (4) Given the product [NH:19]1[C:20]2[C:25](=[CH:24][CH:23]=[CH:22][CH:21]=2)[C:17]([CH2:16][CH2:15][N:14]2[C:32](=[O:33])[C:30]([OH:31])=[C:29]([C:27](=[O:28])[CH3:26])[CH:12]2[C:11]2[CH:10]=[CH:9][C:4]([C:5]([O:7][CH3:8])=[O:6])=[CH:3][C:2]=2[F:1])=[CH:18]1, predict the reactants needed to synthesize it. The reactants are: [F:1][C:2]1[CH:3]=[C:4]([CH:9]=[CH:10][C:11]=1[CH:12]=O)[C:5]([O:7][CH3:8])=[O:6].[NH2:14][CH2:15][CH2:16][C:17]1[C:25]2[C:20](=[CH:21][CH:22]=[CH:23][CH:24]=2)[NH:19][CH:18]=1.[CH3:26][C:27]([CH2:29][C:30]([C:32](OC)=[O:33])=[O:31])=[O:28]. (5) Given the product [Br:1][CH2:2][C@H:3]([C:5]1[CH:6]=[C:7]([CH:13]=[CH:14][CH:15]=1)[C:8]([O:10][CH2:11][CH3:12])=[O:9])[OH:4], predict the reactants needed to synthesize it. The reactants are: [Br:1][CH2:2][C:3]([C:5]1[CH:6]=[C:7]([CH:13]=[CH:14][CH:15]=1)[C:8]([O:10][CH2:11][CH3:12])=[O:9])=[O:4]. (6) Given the product [F:45][C:46]1[CH:47]=[CH:48][C:49]([CH2:52][C:53]([NH:55][C:56](=[S:57])[NH:1][C:2]2[CH:3]=[CH:4][C:5]([O:6][C:7]3[CH:12]=[CH:11][N:10]=[C:9]([NH:13][C:14]([N:16]4[CH2:21][CH2:20][N:19]([CH2:22][CH2:23][N:24]5[CH2:27][CH2:26][CH2:25]5)[CH2:18][CH2:17]4)=[O:15])[CH:8]=3)=[CH:28][CH:29]=2)=[O:54])=[CH:50][CH:51]=1, predict the reactants needed to synthesize it. The reactants are: [NH2:1][C:2]1[CH:29]=[CH:28][C:5]([O:6][C:7]2[CH:12]=[CH:11][N:10]=[C:9]([NH:13][C:14]([N:16]3[CH2:21][CH2:20][N:19]([CH2:22][CH2:23][N:24]4[CH2:27][CH2:26][CH2:25]4)[CH2:18][CH2:17]3)=[O:15])[CH:8]=2)=[CH:4][CH:3]=1.[C@]12(CS(O)(=O)=O)C(C)(C)C(CC1)CC2=O.[F:45][C:46]1[CH:51]=[CH:50][C:49]([CH2:52][C:53]([N:55]=[C:56]=[S:57])=[O:54])=[CH:48][CH:47]=1.C(OCC)C. (7) Given the product [CH3:19][C:16]([N:15]1[CH2:11][C:6]2[C:7](=[CH:13][CH:14]=[C:4]([N+:1]([O-:3])=[O:2])[CH:5]=2)[CH2:8]1)([CH3:20])[CH2:17][OH:18], predict the reactants needed to synthesize it. The reactants are: [N+:1]([C:4]1[CH:5]=[C:6]2[C:11](=O)O[C:8](=O)[C:7]2=[CH:13][CH:14]=1)([O-:3])=[O:2].[NH2:15][C:16]([CH3:20])([CH3:19])[CH2:17][OH:18].O. (8) Given the product [OH:1][CH2:2][C:3]1([CH2:9][NH:10][C:11]([NH:21][NH2:22])=[S:19])[CH2:8][CH2:7][S:6][CH2:5][CH2:4]1, predict the reactants needed to synthesize it. The reactants are: [OH:1][CH2:2][C:3]1([CH2:9][NH:10][C:11](=[S:19])OC2C=CC=CC=2)[CH2:8][CH2:7][S:6][CH2:5][CH2:4]1.O.[NH2:21][NH2:22]. (9) The reactants are: [N+:1]([C:4]1[CH:9]=[CH:8][C:7]([CH:10](O)[CH3:11])=[CH:6][CH:5]=1)([O-:3])=[O:2].C1(P(C2C=CC=CC=2)C2C=CC=CC=2)C=CC=CC=1.N1C=CN=C1.[I:37]I.[Cl-].[NH4+]. Given the product [I:37][CH2:11][CH2:10][C:7]1[CH:8]=[CH:9][C:4]([N+:1]([O-:3])=[O:2])=[CH:5][CH:6]=1, predict the reactants needed to synthesize it.